The task is: Predict the reactants needed to synthesize the given product.. This data is from Full USPTO retrosynthesis dataset with 1.9M reactions from patents (1976-2016). (1) Given the product [Cl:1][C:2]1[CH:3]=[CH:4][C:5]([CH:8]([NH:29][C:30]2[CH:35]=[CH:34][C:33](=[O:36])[N:32]([CH3:37])[CH:31]=2)[C:9]2[C:10]([C:24]([OH:26])=[O:25])=[N:11][N:12]([CH2:15][C:16]3[CH:17]=[CH:18][C:19]([O:22][CH3:23])=[CH:20][CH:21]=3)[C:13]=2[CH3:14])=[CH:6][CH:7]=1, predict the reactants needed to synthesize it. The reactants are: [Cl:1][C:2]1[CH:7]=[CH:6][C:5]([CH:8]([NH:29][C:30]2[CH:35]=[CH:34][C:33](=[O:36])[N:32]([CH3:37])[CH:31]=2)[C:9]2[C:10]([C:24]([O:26]CC)=[O:25])=[N:11][N:12]([CH2:15][C:16]3[CH:21]=[CH:20][C:19]([O:22][CH3:23])=[CH:18][CH:17]=3)[C:13]=2[CH3:14])=[CH:4][CH:3]=1.O[Li].O. (2) Given the product [OH:16][C:17]1[CH:24]=[CH:23][C:20]([CH:21]=[N:1][C:2]2[NH:6][N:5]=[C:4]([NH:7][C:8]3[CH:9]=[N:10][CH:11]=[CH:12][CH:13]=3)[C:3]=2[C:14]#[N:15])=[CH:19][CH:18]=1, predict the reactants needed to synthesize it. The reactants are: [NH2:1][C:2]1[NH:6][N:5]=[C:4]([NH:7][C:8]2[CH:9]=[N:10][CH:11]=[CH:12][CH:13]=2)[C:3]=1[C:14]#[N:15].[OH:16][C:17]1[CH:24]=[CH:23][C:20]([CH:21]=O)=[CH:19][CH:18]=1. (3) Given the product [OH:1][CH2:2][CH2:3][NH:4][C:5]([C:7]1[C:11]([NH:12][C:13]([C:15]2[CH:20]=[CH:19][CH:18]=[CH:17][N:16]=2)=[O:14])=[CH:10][NH:9][N:8]=1)=[O:6], predict the reactants needed to synthesize it. The reactants are: [OH:1][CH2:2][CH2:3][NH:4][C:5]([C:7]1[C:11]([NH:12][C:13]([C:15]2[CH:20]=[CH:19][CH:18]=[CH:17][N:16]=2)=[O:14])=[CH:10][N:9](C2CCCCO2)[N:8]=1)=[O:6].O.C1(C)C=CC(S(O)(=O)=O)=CC=1.C(=O)([O-])O.[Na+]. (4) Given the product [Cl:1][C:2]1[N:6]2[CH:7]=[C:8]([C:15]3[CH2:16][CH2:17][N:18]([C:44](=[O:46])[CH3:45])[CH2:19][CH:20]=3)[CH:9]=[C:10]([C:11]([F:13])([F:14])[F:12])[C:5]2=[N:4][C:3]=1[C:21]([N:23]1[CH2:27][CH2:26][CH:25]([C:28]2[CH:33]=[CH:32][CH:31]=[C:30]([F:34])[CH:29]=2)[CH2:24]1)=[O:22], predict the reactants needed to synthesize it. The reactants are: [Cl:1][C:2]1[N:6]2[CH:7]=[C:8]([C:15]3[CH2:16][CH2:17][NH:18][CH2:19][CH:20]=3)[CH:9]=[C:10]([C:11]([F:14])([F:13])[F:12])[C:5]2=[N:4][C:3]=1[C:21]([N:23]1[CH2:27][CH2:26][CH:25]([C:28]2[CH:33]=[CH:32][CH:31]=[C:30]([F:34])[CH:29]=2)[CH2:24]1)=[O:22].C(N(CC)C(C)C)(C)C.[C:44](Cl)(=[O:46])[CH3:45].